Dataset: Full USPTO retrosynthesis dataset with 1.9M reactions from patents (1976-2016). Task: Predict the reactants needed to synthesize the given product. (1) Given the product [C:24]([C:26]1[CH:31]=[C:30]([C:13]2[CH2:17][CH2:16][CH2:15][C:14]=2[C:18]([O:20][CH3:21])=[O:19])[CH:29]=[CH:28][CH:27]=1)#[N:25], predict the reactants needed to synthesize it. The reactants are: C(=O)([O-])[O-].[K+].[K+].FC(F)(F)S(O[C:13]1[CH2:17][CH2:16][CH2:15][C:14]=1[C:18]([O:20][CH3:21])=[O:19])(=O)=O.[C:24]([C:26]1[CH:27]=[C:28](B(O)O)[CH:29]=[CH:30][CH:31]=1)#[N:25].O. (2) Given the product [CH2:1]([N:8]1[CH2:12][CH2:11][C:10]([CH2:16][N:41]2[C:37](=[O:47])[C:38]3[C:39](=[CH:43][CH:44]=[CH:45][CH:46]=3)[C:40]2=[O:42])([CH2:13][O:14][CH3:15])[CH2:9]1)[C:2]1[CH:3]=[CH:4][CH:5]=[CH:6][CH:7]=1, predict the reactants needed to synthesize it. The reactants are: [CH2:1]([N:8]1[CH2:12][CH2:11][C:10]([CH2:16]O)([CH2:13][O:14][CH3:15])[CH2:9]1)[C:2]1[CH:7]=[CH:6][CH:5]=[CH:4][CH:3]=1.C1(P(C2C=CC=CC=2)C2C=CC=CC=2)C=CC=CC=1.[C:37]1(=[O:47])[NH:41][C:40](=[O:42])[C:39]2=[CH:43][CH:44]=[CH:45][CH:46]=[C:38]12.N(C(OCC)=O)=NC(OCC)=O. (3) Given the product [F:15][C:16]1[C:17]([OH:18])=[N:14][C:12]([C:9]2[N:7]3[CH:8]=[C:3]([F:2])[CH:4]=[CH:5][C:6]3=[N:11][CH:10]=2)=[N:13][C:22]=1[OH:23], predict the reactants needed to synthesize it. The reactants are: Cl.[F:2][C:3]1[CH:4]=[CH:5][C:6]2[N:7]([C:9]([C:12](=[NH:14])[NH2:13])=[CH:10][N:11]=2)[CH:8]=1.[F:15][CH:16]([C:22](OCC)=[O:23])[C:17](OCC)=[O:18].FC1C=CC2N(C(C3N=C(O)C=C(O)N=3)=CN=2)C=1. (4) The reactants are: [CH:1]1([N:4]2[C:8]3[N:9]=[CH:10][N:11]=[CH:12][C:7]=3[C:6](I)=[CH:5]2)[CH2:3][CH2:2]1.[C:14]1([C:20](=[N:27][C:28]2[CH:29]=[C:30]([CH:37]=[CH:38][N:39]=2)[C:31](N(OC)C)=[O:32])[C:21]2[CH:26]=[CH:25][CH:24]=[CH:23][CH:22]=2)[CH:19]=[CH:18][CH:17]=[CH:16][CH:15]=1. Given the product [CH:1]1([N:4]2[C:8]3[N:9]=[CH:10][N:11]=[CH:12][C:7]=3[C:6]([C:31]([C:30]3[CH:37]=[CH:38][N:39]=[C:28]([N:27]=[C:20]([C:14]4[CH:19]=[CH:18][CH:17]=[CH:16][CH:15]=4)[C:21]4[CH:26]=[CH:25][CH:24]=[CH:23][CH:22]=4)[CH:29]=3)=[O:32])=[CH:5]2)[CH2:3][CH2:2]1, predict the reactants needed to synthesize it. (5) Given the product [CH3:31][O:32][CH2:33][CH2:34][NH:35][C:25](=[O:27])[C:24]1[CH:28]=[CH:29][CH:30]=[C:22]([C:19]2[CH:18]=[CH:17][N:16]=[C:15]3[CH:14]=[C:13]([C:5]4[CH:6]=[C:7]([O:11][CH3:12])[C:8]([O:9][CH3:10])=[C:3]([O:2][CH3:1])[CH:4]=4)[O:21][C:20]=23)[CH:23]=1, predict the reactants needed to synthesize it. The reactants are: [CH3:1][O:2][C:3]1[CH:4]=[C:5]([C:13]2[O:21][C:20]3[C:15](=[N:16][CH:17]=[CH:18][C:19]=3[C:22]3[CH:23]=[C:24]([CH:28]=[CH:29][CH:30]=3)[C:25]([OH:27])=O)[CH:14]=2)[CH:6]=[C:7]([O:11][CH3:12])[C:8]=1[O:9][CH3:10].[CH3:31][O:32][CH2:33][CH2:34][NH2:35]. (6) Given the product [C:13]([O:16][CH2:17][CH2:18][N:19]([C:28]([Cl:30])=[O:4])[CH3:21])(=[O:15])[CH3:14], predict the reactants needed to synthesize it. The reactants are: ClC(Cl)([O:4]C(=O)OC(Cl)(Cl)Cl)Cl.[C:13]([O:16][CH2:17][CH2:18][N:19]([CH2:21]C1C=CC=CC=1)C)(=[O:15])[CH3:14].[CH2:28]([Cl:30])Cl.